From a dataset of Forward reaction prediction with 1.9M reactions from USPTO patents (1976-2016). Predict the product of the given reaction. (1) Given the reactants [CH2:1]([S:3][C:4]1[CH:9]=[CH:8][CH:7]=[CH:6][C:5]=1[C:10]1O[C:12]([C:15]2[CH:20]=[CH:19][C:18]([CH2:21][CH2:22][CH2:23][CH2:24][CH3:25])=[CH:17][CH:16]=2)=[N:13][N:14]=1)[CH3:2].FC(F)(F)C([O-])=O.[CH3:33][NH3+:34].CN, predict the reaction product. The product is: [CH2:1]([S:3][C:4]1[CH:9]=[CH:8][CH:7]=[CH:6][C:5]=1[C:10]1[N:34]([CH3:33])[C:12]([C:15]2[CH:20]=[CH:19][C:18]([CH2:21][CH2:22][CH2:23][CH2:24][CH3:25])=[CH:17][CH:16]=2)=[N:13][N:14]=1)[CH3:2]. (2) Given the reactants [CH:1]1C=C[C:4]2N(O)N=[N:7][C:5]=2[CH:6]=1.Cl.Cl.Cl.[CH3:14][O:15][C:16](=[O:64])[NH:17][CH:18]([C:22]([N:24]1[CH:30]([C:31]2[NH:32][C:33]([C:36]3[CH:45]=[CH:44][C:43]4[C:38](=[CH:39][CH:40]=[C:41]([C:46]5[CH:51]=[CH:50][C:49]([C:52]6[NH:53][C:54]([CH:57]7[CH2:61][CH:60]([C:62]#[N:63])[CH2:59][NH:58]7)=[N:55][CH:56]=6)=[CH:48][CH:47]=5)[CH:42]=4)[CH:37]=3)=[CH:34][N:35]=2)[CH2:29][C:26]2([CH2:28][CH2:27]2)[CH2:25]1)=[O:23])[CH:19]([CH3:21])[CH3:20].CN1CC[O:69]CC1.C[CH2:73][O:74][C:75](C)=[O:76], predict the reaction product. The product is: [CH3:14][O:15][C:16](=[O:64])[NH:17][CH:18]([C:22]([N:24]1[CH:30]([C:31]2[NH:32][C:33]([C:36]3[CH:45]=[CH:44][C:43]4[C:38](=[CH:39][CH:40]=[C:41]([C:46]5[CH:51]=[CH:50][C:49]([C:52]6[NH:53][C:54]([CH:57]7[CH2:61][CH:60]([C:62]#[N:63])[CH2:59][N:58]7[C:4](=[O:69])[CH:5]([NH:7][C:75]([O:74][CH3:73])=[O:76])[CH2:6][CH3:1])=[N:55][CH:56]=6)=[CH:48][CH:47]=5)[CH:42]=4)[CH:37]=3)=[CH:34][N:35]=2)[CH2:29][C:26]2([CH2:27][CH2:28]2)[CH2:25]1)=[O:23])[CH:19]([CH3:21])[CH3:20]. (3) Given the reactants [F-].C([N+](CCCC)(CCCC)CCCC)CCC.[CH2:19]([O:26][C:27](=[O:48])[C:28]1[CH:33]=[C:32]([C:34]#[C:35][Si](C)(C)C)[CH:31]=[CH:30][C:29]=1[O:40][CH2:41][C:42]1[CH:47]=[CH:46][CH:45]=[CH:44][CH:43]=1)[C:20]1[CH:25]=[CH:24][CH:23]=[CH:22][CH:21]=1, predict the reaction product. The product is: [CH2:19]([O:26][C:27](=[O:48])[C:28]1[CH:33]=[C:32]([C:34]#[CH:35])[CH:31]=[CH:30][C:29]=1[O:40][CH2:41][C:42]1[CH:47]=[CH:46][CH:45]=[CH:44][CH:43]=1)[C:20]1[CH:21]=[CH:22][CH:23]=[CH:24][CH:25]=1. (4) The product is: [CH:1]1([C:4]2[N:5]=[C:6]3[CH:11]=[CH:10][C:9]([N:12]4[CH:17]=[CH:16][C:15]([O:18][CH2:29][C:27]5[S:28][C:24]([C:23]([F:32])([F:31])[F:22])=[CH:25][CH:26]=5)=[CH:14][C:13]4=[O:19])=[CH:8][N:7]3[C:20]=2[CH3:21])[CH2:3][CH2:2]1. Given the reactants [CH:1]1([C:4]2[N:5]=[C:6]3[CH:11]=[CH:10][C:9]([N:12]4[CH:17]=[CH:16][C:15]([OH:18])=[CH:14][C:13]4=[O:19])=[CH:8][N:7]3[C:20]=2[CH3:21])[CH2:3][CH2:2]1.[F:22][C:23]([F:32])([F:31])[C:24]1[S:28][C:27]([CH2:29]O)=[CH:26][CH:25]=1.C(P(CCCC)CCCC)CCC.N(C(N1CCCCC1)=O)=NC(N1CCCCC1)=O, predict the reaction product.